This data is from Catalyst prediction with 721,799 reactions and 888 catalyst types from USPTO. The task is: Predict which catalyst facilitates the given reaction. Reactant: [H-].[Na+].[Cl-].[CH3:4][S+](C)(C)=O.[CH3:9][N:10]1[CH:14]=[C:13]([C:15]2[CH:16]=[CH:17][C:18]3[N:19]([C:21]([C:24]([C:26]4[CH:27]=[C:28]5[C:33](=[CH:34][CH:35]=4)[N:32]=[CH:31][CH:30]=[CH:29]5)=[CH2:25])=[CH:22][N:23]=3)[N:20]=2)[CH:12]=[N:11]1.[OH-].[Na+]. Product: [CH3:9][N:10]1[CH:14]=[C:13]([C:15]2[CH:16]=[CH:17][C:18]3[N:19]([C:21]([C:24]4([C:26]5[CH:27]=[C:28]6[C:33](=[CH:34][CH:35]=5)[N:32]=[CH:31][CH:30]=[CH:29]6)[CH2:4][CH2:25]4)=[CH:22][N:23]=3)[N:20]=2)[CH:12]=[N:11]1. The catalyst class is: 16.